Dataset: Reaction yield outcomes from USPTO patents with 853,638 reactions. Task: Predict the reaction yield, written as a fraction of the theoretical maximum amount of product (1.0 means a 100% yield; for example, 0.34 means a 34% yield). (1) The reactants are Cl[C:2]1[C:3]2[CH:10]=[CH:9][NH:8][C:4]=2[N:5]=[CH:6][N:7]=1.[Cl:11][C:12]1[CH:13]=[C:14]([NH2:19])[CH:15]=[CH:16][C:17]=1[F:18]. The catalyst is CN(C=O)C.C(OCC)(=O)C.FC(F)(F)S([O-])(=O)=O.[Ag+]. The product is [Cl:11][C:12]1[CH:13]=[C:14]([NH:19][C:2]2[C:3]3[CH:10]=[CH:9][NH:8][C:4]=3[N:5]=[CH:6][N:7]=2)[CH:15]=[CH:16][C:17]=1[F:18]. The yield is 0.930. (2) The reactants are [Si:1]([O:8][C@@H:9]1[C:14]2([CH2:16][CH2:15]2)[O:13][C@@H:12]([C:17]2[CH:22]=[CH:21][N:20]=[CH:19][C:18]=2[N+:23]([O-:25])=[O:24])[CH2:11][CH:10]1[OH:26])([C:4]([CH3:7])([CH3:6])[CH3:5])([CH3:3])[CH3:2].[CH3:27][C:28](OC(C)=O)=[O:29]. The catalyst is N1C=CC=CC=1. The product is [C:28]([O:26][C@H:10]1[C@H:9]([O:8][Si:1]([C:4]([CH3:7])([CH3:5])[CH3:6])([CH3:3])[CH3:2])[C:14]2([CH2:16][CH2:15]2)[O:13][C@@H:12]([C:17]2[CH:22]=[CH:21][N:20]=[CH:19][C:18]=2[N+:23]([O-:25])=[O:24])[CH2:11]1)(=[O:29])[CH3:27]. The yield is 0.390.